Dataset: Reaction yield outcomes from USPTO patents with 853,638 reactions. Task: Predict the reaction yield, written as a fraction of the theoretical maximum amount of product (1.0 means a 100% yield; for example, 0.34 means a 34% yield). (1) The reactants are [Si]([O:8][CH:9]([C:13]1[S:14][C:15]([C:18]2[N:23]=[C:22]([NH:24][C:25]3[CH:29]=[C:28]([CH:30]4[CH2:32][CH2:31]4)[NH:27][N:26]=3)[C:21]([Cl:33])=[CH:20][N:19]=2)=[CH:16][CH:17]=1)[C:10]([OH:12])=[O:11])(C(C)(C)C)(C)C.CCN(CC)CC. The catalyst is O1CCCC1.C(OCC)(=O)C. The product is [Cl:33][C:21]1[C:22]([NH:24][C:25]2[CH:29]=[C:28]([CH:30]3[CH2:32][CH2:31]3)[NH:27][N:26]=2)=[N:23][C:18]([C:15]2[S:14][C:13]([CH:9]([OH:8])[C:10]([OH:12])=[O:11])=[CH:17][CH:16]=2)=[N:19][CH:20]=1. The yield is 0.646. (2) The reactants are [OH-].[Na+].[F:3][C:4]1[CH:9]=[CH:8][C:7]([C:10]2[O:28][C:13]3=[N:14][CH:15]=[C:16]([C:18]4[CH:19]=[C:20]([CH:25]=[CH:26][CH:27]=4)[C:21]([O:23]C)=[O:22])[CH:17]=[C:12]3[C:11]=2[C:29](=[O:32])[NH:30][CH3:31])=[CH:6][CH:5]=1. The catalyst is CO.CCOC(C)=O. The product is [F:3][C:4]1[CH:9]=[CH:8][C:7]([C:10]2[O:28][C:13]3=[N:14][CH:15]=[C:16]([C:18]4[CH:19]=[C:20]([CH:25]=[CH:26][CH:27]=4)[C:21]([OH:23])=[O:22])[CH:17]=[C:12]3[C:11]=2[C:29](=[O:32])[NH:30][CH3:31])=[CH:6][CH:5]=1. The yield is 0.950. (3) The reactants are [Br:1][C:2]1[CH:3]=[C:4]([CH:9]=[CH:10][C:11]=1[N:12]1[CH2:17][CH2:16][N:15]([CH2:18][CH2:19][OH:20])[CH2:14][CH2:13]1)[C:5]([O:7][CH3:8])=[O:6].[H-].[Na+].[CH2:23](Br)[C:24]1[CH:29]=[CH:28][CH:27]=[CH:26][CH:25]=1.O. The catalyst is CN(C)C=O. The product is [CH2:23]([O:20][CH2:19][CH2:18][N:15]1[CH2:16][CH2:17][N:12]([C:11]2[CH:10]=[CH:9][C:4]([C:5]([O:7][CH3:8])=[O:6])=[CH:3][C:2]=2[Br:1])[CH2:13][CH2:14]1)[C:24]1[CH:29]=[CH:28][CH:27]=[CH:26][CH:25]=1. The yield is 0.343. (4) The reactants are [CH3:1][C:2]1[S:23][C:5]2[N:6]=[C:7]([CH2:11][N:12]3[CH:16]=[C:15]([CH:17]=[O:18])[C:14]([C:19]([F:22])([F:21])[F:20])=[N:13]3)[NH:8][C:9](=[O:10])[C:4]=2[CH:3]=1.CO.[BH4-].[Na+]. The catalyst is C(Cl)Cl. The product is [OH:18][CH2:17][C:15]1[C:14]([C:19]([F:20])([F:22])[F:21])=[N:13][N:12]([CH2:11][C:7]2[NH:8][C:9](=[O:10])[C:4]3[CH:3]=[C:2]([CH3:1])[S:23][C:5]=3[N:6]=2)[CH:16]=1. The yield is 0.280.